Dataset: Catalyst prediction with 721,799 reactions and 888 catalyst types from USPTO. Task: Predict which catalyst facilitates the given reaction. (1) Reactant: FC(F)(F)C(O)=O.[NH2:8][C:9](=[O:50])[CH:10]([C:12]1[CH:49]=[CH:48][CH:47]=[CH:46][C:13]=1[CH2:14][CH2:15][C:16]1[C:21]([C:22]([F:25])([F:24])[F:23])=[CH:20][N:19]=[C:18]([NH:26][C:27]2[CH:32]=[CH:31][C:30]([CH:33]3[CH2:38][CH2:37][N:36](C(OC(C)(C)C)=O)[CH2:35][CH2:34]3)=[CH:29][CH:28]=2)[N:17]=1)[CH3:11].C1CCCCC1. Product: [NH:36]1[CH2:37][CH2:38][CH:33]([C:30]2[CH:29]=[CH:28][C:27]([NH:26][C:18]3[N:17]=[C:16]([CH2:15][CH2:14][C:13]4[CH:46]=[CH:47][CH:48]=[CH:49][C:12]=4[CH:10]([CH3:11])[C:9]([NH2:8])=[O:50])[C:21]([C:22]([F:25])([F:24])[F:23])=[CH:20][N:19]=3)=[CH:32][CH:31]=2)[CH2:34][CH2:35]1. The catalyst class is: 91. (2) Reactant: [C:1]1([CH2:7][CH2:8][CH2:9][N:10]2[CH:14]=[C:13]([C:15]([O:17]CC)=[O:16])[CH:12]=[N:11]2)[CH:6]=[CH:5][CH:4]=[CH:3][CH:2]=1.[OH-].[K+]. Product: [C:1]1([CH2:7][CH2:8][CH2:9][N:10]2[CH:14]=[C:13]([C:15]([OH:17])=[O:16])[CH:12]=[N:11]2)[CH:6]=[CH:5][CH:4]=[CH:3][CH:2]=1. The catalyst class is: 5. (3) Reactant: [Si:1]([O:8][CH:9]1[CH2:12][CH:11]([OH:13])[CH2:10]1)([C:4]([CH3:7])([CH3:6])[CH3:5])([CH3:3])[CH3:2].C(=O)(O)[O-].[Na+]. Product: [Si:1]([O:8][CH:9]1[CH2:12][C:11](=[O:13])[CH2:10]1)([C:4]([CH3:7])([CH3:6])[CH3:5])([CH3:3])[CH3:2]. The catalyst class is: 2. (4) The catalyst class is: 5. Reactant: [CH3:1][N:2]1[C:7](=[O:8])[C:6]([NH:9][C:10]2[S:11][C:12]3[CH2:13][N:14]([CH3:19])[CH2:15][CH2:16][C:17]=3[N:18]=2)=[CH:5][C:4]([C:20]2[CH:25]=[CH:24][N:23]=[C:22]([N:26]3[C:38](=[O:39])[C:37]4[S:36][C:35]5[CH2:34][CH2:33][CH2:32][CH2:31][C:30]=5[C:29]=4[CH:28]=[N:27]3)[C:21]=2[CH:40]=[O:41])=[CH:3]1.[BH4-].[Na+]. Product: [OH:41][CH2:40][C:21]1[C:22]([N:26]2[C:38](=[O:39])[C:37]3[S:36][C:35]4[CH2:34][CH2:33][CH2:32][CH2:31][C:30]=4[C:29]=3[CH:28]=[N:27]2)=[N:23][CH:24]=[CH:25][C:20]=1[C:4]1[CH:5]=[C:6]([NH:9][C:10]2[S:11][C:12]3[CH2:13][N:14]([CH3:19])[CH2:15][CH2:16][C:17]=3[N:18]=2)[C:7](=[O:8])[N:2]([CH3:1])[CH:3]=1. (5) Reactant: [OH:1][C:2]1[CH:3]=[C:4]([C:8](=[O:10])[CH3:9])[CH:5]=[CH:6][CH:7]=1.Br[CH2:12][CH2:13][CH2:14][Cl:15].C(=O)([O-])[O-].[K+].[K+]. Product: [Cl:15][CH2:14][CH2:13][CH2:12][O:1][C:2]1[CH:3]=[C:4]([C:8](=[O:10])[CH3:9])[CH:5]=[CH:6][CH:7]=1. The catalyst class is: 21.